The task is: Predict the product of the given reaction.. This data is from Forward reaction prediction with 1.9M reactions from USPTO patents (1976-2016). Given the reactants CN(C)[CH:3]=[C:4]([C:14]1[CH:15]=[CH:16][C:17](=[O:23])[N:18]([CH:20]([CH3:22])[CH3:21])[N:19]=1)[C:5](=O)[C:6]1[CH:11]=[CH:10][CH:9]=[C:8]([F:12])[CH:7]=1.Cl.[NH2:26][C:27]([NH2:29])=[NH:28], predict the reaction product. The product is: [NH2:28][C:27]1[N:29]=[C:5]([C:6]2[CH:11]=[CH:10][CH:9]=[C:8]([F:12])[CH:7]=2)[C:4]([C:14]2[CH:15]=[CH:16][C:17](=[O:23])[N:18]([CH:20]([CH3:21])[CH3:22])[N:19]=2)=[CH:3][N:26]=1.